This data is from Full USPTO retrosynthesis dataset with 1.9M reactions from patents (1976-2016). The task is: Predict the reactants needed to synthesize the given product. Given the product [F:1][C:2]([F:7])([F:6])[C:3]([OH:5])=[O:4].[F:8][C:9]([F:14])([F:13])[C:10]([OH:12])=[O:11].[Cl:22][C:23]1[CH:24]=[N:25][C:26]2[NH:27][C:28]3[CH:29]=[N:30][CH:31]=[C:32]([CH:54]=3)[CH2:33][CH2:34][C:35]3[CH:43]=[C:39]([NH:40][C:41]=1[N:42]=2)[CH:38]=[CH:37][C:36]=3[NH:44][C:45](=[O:53])[CH2:46][CH:47]1[CH2:52][CH2:51][N:50]([C:56]([NH:55][C:58]2[CH:65]=[CH:64][CH:63]=[C:60]([C:61]#[N:62])[CH:59]=2)=[O:57])[CH2:49][CH2:48]1, predict the reactants needed to synthesize it. The reactants are: [F:1][C:2]([F:7])([F:6])[C:3]([OH:5])=[O:4].[F:8][C:9]([F:14])([F:13])[C:10]([OH:12])=[O:11].FC(F)(F)C(O)=O.[Cl:22][C:23]1[CH:24]=[N:25][C:26]2[NH:27][C:28]3[CH:29]=[N:30][CH:31]=[C:32]([CH:54]=3)[CH2:33][CH2:34][C:35]3[CH:43]=[C:39]([NH:40][C:41]=1[N:42]=2)[CH:38]=[CH:37][C:36]=3[NH:44][C:45](=[O:53])[CH2:46][CH:47]1[CH2:52][CH2:51][NH:50][CH2:49][CH2:48]1.[N:55]([C:58]1[CH:59]=[C:60]([CH:63]=[CH:64][CH:65]=1)[C:61]#[N:62])=[C:56]=[O:57].